Dataset: Full USPTO retrosynthesis dataset with 1.9M reactions from patents (1976-2016). Task: Predict the reactants needed to synthesize the given product. (1) Given the product [I:35][C:32]1[CH:33]=[CH:34][C:29]([CH2:28][N:1]2[CH:5]=[CH:4][C:3]([N:6]3[C:14](=[O:15])[C:13]4[C:8](=[CH:9][CH:10]=[CH:11][CH:12]=4)[C:7]3=[O:16])=[N:2]2)=[C:30]([C:36]([F:37])([F:38])[F:39])[CH:31]=1, predict the reactants needed to synthesize it. The reactants are: [NH:1]1[CH:5]=[CH:4][C:3]([N:6]2[C:14](=[O:15])[C:13]3[C:8](=[CH:9][CH:10]=[CH:11][CH:12]=3)[C:7]2=[O:16])=[N:2]1.C[Si]([N-][Si](C)(C)C)(C)C.[Li+].Br[CH2:28][C:29]1[CH:34]=[CH:33][C:32]([I:35])=[CH:31][C:30]=1[C:36]([F:39])([F:38])[F:37]. (2) Given the product [F:1][C:2]1[CH:3]=[CH:4][C:5]([C:8]2[O:9][CH:10]=[C:11]([CH:13]([CH3:16])[CH2:14][NH:15][C:29](=[O:30])[C:28]3[CH:32]=[C:24]([C:21]4[N:20]=[C:19]([C:18]([F:34])([F:33])[F:17])[O:23][N:22]=4)[CH:25]=[N:26][CH:27]=3)[N:12]=2)=[CH:6][CH:7]=1, predict the reactants needed to synthesize it. The reactants are: [F:1][C:2]1[CH:7]=[CH:6][C:5]([C:8]2[O:9][CH:10]=[C:11]([CH:13]([CH3:16])[CH2:14][NH2:15])[N:12]=2)=[CH:4][CH:3]=1.[F:17][C:18]([F:34])([F:33])[C:19]1[O:23][N:22]=[C:21]([C:24]2[CH:25]=[N:26][CH:27]=[C:28]([CH:32]=2)[C:29](O)=[O:30])[N:20]=1. (3) Given the product [ClH:32].[CH3:1][C:2]1([CH3:31])[C:8](=[O:9])[NH:7][C:6]2[N:10]=[CH:11][C:12](/[CH:14]=[CH:15]/[C:16]([N:18]([CH3:30])[CH2:19][C:20]3[S:24][C:23]4[CH:25]=[CH:26][CH:27]=[CH:28][C:22]=4[C:21]=3[CH3:29])=[O:17])=[CH:13][C:5]=2[CH2:4][NH:3]1, predict the reactants needed to synthesize it. The reactants are: [CH3:1][C:2]1([CH3:31])[C:8](=[O:9])[NH:7][C:6]2[N:10]=[CH:11][C:12](/[CH:14]=[CH:15]/[C:16]([N:18]([CH3:30])[CH2:19][C:20]3[S:24][C:23]4[CH:25]=[CH:26][CH:27]=[CH:28][C:22]=4[C:21]=3[CH3:29])=[O:17])=[CH:13][C:5]=2[CH2:4][NH:3]1.[ClH:32]. (4) Given the product [CH2:14]([O:21][C:22]1[C:23]([O:44][CH3:45])=[N:24][C:25]2[C:30]([C:31]=1[Cl:32])=[CH:29][C:28]([C:33]([C:7]1[N:11]([CH3:12])[C:10]([CH3:13])=[N:9][CH:8]=1)([C:35]1[C:36]([CH3:42])=[N:37][N:38]([CH3:41])[C:39]=1[CH3:40])[OH:34])=[CH:27][C:26]=2[CH3:43])[C:15]1[CH:16]=[CH:17][CH:18]=[CH:19][CH:20]=1, predict the reactants needed to synthesize it. The reactants are: [Li]CCCC.Br[C:7]1[N:11]([CH3:12])[C:10]([CH3:13])=[N:9][CH:8]=1.[CH2:14]([O:21][C:22]1[C:23]([O:44][CH3:45])=[N:24][C:25]2[C:30]([C:31]=1[Cl:32])=[CH:29][C:28]([CH:33]([C:35]1[C:36]([CH3:42])=[N:37][N:38]([CH3:41])[C:39]=1[CH3:40])[OH:34])=[CH:27][C:26]=2[CH3:43])[C:15]1[CH:20]=[CH:19][CH:18]=[CH:17][CH:16]=1.